From a dataset of HIV replication inhibition screening data with 41,000+ compounds from the AIDS Antiviral Screen. Binary Classification. Given a drug SMILES string, predict its activity (active/inactive) in a high-throughput screening assay against a specified biological target. (1) The result is 0 (inactive). The drug is Clc1nssc1=Nc1nonc1-c1ccccc1. (2) The drug is N=c1nc2sc3ccccc3c(=O)n2[nH]1. The result is 0 (inactive). (3) The compound is CC(=O)OCC1OC(n2ccc(-n3cncn3)nc2=O)CC1N=[N+]=[N-]. The result is 1 (active). (4) The molecule is O=C(O)CCCCCCCc1cccc(OCCOCCO)c1. The result is 0 (inactive).